From a dataset of Full USPTO retrosynthesis dataset with 1.9M reactions from patents (1976-2016). Predict the reactants needed to synthesize the given product. The reactants are: [C:1]([O:5][C:6]([N:8]1[CH2:13][CH2:12][CH:11]([NH:14][C:15]2[CH:20]=[CH:19][CH:18]=[CH:17][C:16]=2[NH2:21])[CH2:10][CH2:9]1)=[O:7])([CH3:4])([CH3:3])[CH3:2].[N:22]#[C:23]Br. Given the product [C:1]([O:5][C:6]([N:8]1[CH2:13][CH2:12][CH:11]([N:14]2[C:15]3[CH:20]=[CH:19][CH:18]=[CH:17][C:16]=3[N:21]=[C:23]2[NH2:22])[CH2:10][CH2:9]1)=[O:7])([CH3:4])([CH3:2])[CH3:3], predict the reactants needed to synthesize it.